Dataset: Forward reaction prediction with 1.9M reactions from USPTO patents (1976-2016). Task: Predict the product of the given reaction. (1) Given the reactants [CH3:1][N:2]1[C:6]([C:7](=[O:23])[NH:8][C:9]2[CH:14]=[CH:13][N:12]3[N:15]=[C:16]([N:18]4[CH2:22][CH2:21][CH2:20][CH2:19]4)[N:17]=[C:11]3[CH:10]=2)=[C:5]([C:24](O)=[O:25])[CH:4]=[N:3]1.[NH:27]1[CH2:32][CH2:31][O:30][CH2:29][CH2:28]1.CCCP(=O)=O.C(N(CC)C(C)C)(C)C, predict the reaction product. The product is: [N:18]1([C:16]2[N:17]=[C:11]3[CH:10]=[C:9]([NH:8][C:7]([C:6]4[N:2]([CH3:1])[N:3]=[CH:4][C:5]=4[C:24]([N:27]4[CH2:32][CH2:31][O:30][CH2:29][CH2:28]4)=[O:25])=[O:23])[CH:14]=[CH:13][N:12]3[N:15]=2)[CH2:22][CH2:21][CH2:20][CH2:19]1. (2) Given the reactants F[C:2]1[C:7]([F:8])=[CH:6][CH:5]=[C:4]([F:9])[N:3]=1.[CH3:10][OH:11].C[O-].[Na+], predict the reaction product. The product is: [F:8][C:7]1[C:2]([O:11][CH3:10])=[N:3][C:4]([F:9])=[CH:5][CH:6]=1. (3) Given the reactants Br[C:2]1[CH:6]=[CH:5][N:4]([C:7]2[CH:12]=[CH:11][C:10]([O:13][C:14]([F:17])([F:16])[F:15])=[CH:9][CH:8]=2)[CH:3]=1.[CH:18]([C:20]1[CH:25]=[CH:24][C:23](B(O)O)=[CH:22][CH:21]=1)=[O:19].C([O-])([O-])=O.[Na+].[Na+].O1CCOCC1, predict the reaction product. The product is: [F:15][C:14]([F:17])([F:16])[O:13][C:10]1[CH:11]=[CH:12][C:7]([N:4]2[CH:5]=[CH:6][C:2]([C:23]3[CH:24]=[CH:25][C:20]([CH:18]=[O:19])=[CH:21][CH:22]=3)=[CH:3]2)=[CH:8][CH:9]=1.